From a dataset of Catalyst prediction with 721,799 reactions and 888 catalyst types from USPTO. Predict which catalyst facilitates the given reaction. Reactant: C(OC(=O)[NH:7][C:8]1[CH:9]=[N:10][C:11]([Br:15])=[CH:12][C:13]=1[I:14])(C)(C)C.FC(F)(F)C(O)=O. Product: [Br:15][C:11]1[N:10]=[CH:9][C:8]([NH2:7])=[C:13]([I:14])[CH:12]=1. The catalyst class is: 4.